From a dataset of Orexin1 receptor HTS with 218,158 compounds and 233 confirmed actives. Binary Classification. Given a drug SMILES string, predict its activity (active/inactive) in a high-throughput screening assay against a specified biological target. (1) The compound is S1(=O)(=O)CC2N(C(/SC2C1)=N/C(=O)C1OCCC1)c1cc(OC)ccc1. The result is 0 (inactive). (2) The drug is Clc1c(Oc2nc(NC(C)C)nc(c2)C(F)(F)F)ccc(Cl)c1. The result is 0 (inactive). (3) The drug is S(=O)(=O)(N1CCCC1)c1cc(c(F)cc1)C(=O)NCCc1ccccc1. The result is 0 (inactive). (4) The compound is Clc1c(/C=C\C(=O)N(C(C)C)Cc2onc(n2)c2cc(ccc2)C)cccc1. The result is 0 (inactive). (5) The drug is O=C1N(C(=O)C2C1C1CC2C=C1)CCCC(=O)N1CCN(CC1)c1ccccc1. The result is 0 (inactive). (6) The drug is S(=O)(=O)(Nc1ccc(N2CCOCC2)nc1)c1ccc(OC)cc1. The result is 0 (inactive). (7) The drug is S1(=O)(=O)CC(Nc2ccccc2)C=C1. The result is 0 (inactive).